This data is from Catalyst prediction with 721,799 reactions and 888 catalyst types from USPTO. The task is: Predict which catalyst facilitates the given reaction. (1) Reactant: C[Si](Br)(C)C.[CH3:6][O:7][C:8]1[C:9]([O:40]COC)=[C:10]([C:18]([CH2:21][O:22][C:23]2[CH:28]=[CH:27][C:26]([C:29]3[CH:34]=[CH:33][C:32]([CH2:35][C:36]([O:38][CH3:39])=[O:37])=[CH:31][CH:30]=3)=[CH:25][CH:24]=2)=[CH:19][CH:20]=1)[C:11]([O:13][C:14]([CH3:17])([CH3:16])[CH3:15])=[O:12].C(=O)([O-])O.[Na+]. Product: [OH:40][C:9]1[C:8]([O:7][CH3:6])=[CH:20][CH:19]=[C:18]([CH2:21][O:22][C:23]2[CH:28]=[CH:27][C:26]([C:29]3[CH:34]=[CH:33][C:32]([CH2:35][C:36]([O:38][CH3:39])=[O:37])=[CH:31][CH:30]=3)=[CH:25][CH:24]=2)[C:10]=1[C:11]([O:13][C:14]([CH3:17])([CH3:16])[CH3:15])=[O:12]. The catalyst class is: 4. (2) Reactant: [CH3:1][O:2][C:3]1[CH:8]=[CH:7][CH:6]=[CH:5][C:4]=1[CH:9]1[CH2:13][CH2:12][N:11]([CH2:14][C:15]2[CH:16]=[CH:17][C:18](=[O:21])[NH:19][CH:20]=2)[CH2:10]1.C([O-])([O-])=O.[Na+].[Na+].[CH:28](I)([CH3:30])[CH3:29]. Product: [CH:28]([N:19]1[CH:20]=[C:15]([CH2:14][N:11]2[CH2:12][CH2:13][CH:9]([C:4]3[CH:5]=[CH:6][CH:7]=[CH:8][C:3]=3[O:2][CH3:1])[CH2:10]2)[CH:16]=[CH:17][C:18]1=[O:21])([CH3:30])[CH3:29]. The catalyst class is: 11. (3) Reactant: [CH3:1][N:2]([CH2:13][C:14]1[NH:18][C:17]2[CH:19]=[CH:20][CH:21]=[C:22]([C:23]([OH:25])=O)[C:16]=2[N:15]=1)[CH:3]1[C:12]2[N:11]=[CH:10][CH:9]=[CH:8][C:7]=2[CH2:6][CH2:5][CH2:4]1.O=C1N(P(Cl)(N2CCOC2=O)=O)CCO1.C(OC(=O)[NH:47][CH:48]1[CH2:53][CH2:52][NH:51][CH2:50][CH2:49]1)(C)(C)C.C(N(CC)C(C)C)(C)C. Product: [NH2:47][CH:48]1[CH2:53][CH2:52][N:51]([C:23]([C:22]2[C:16]3[N:15]=[C:14]([CH2:13][N:2]([CH3:1])[CH:3]4[C:12]5[N:11]=[CH:10][CH:9]=[CH:8][C:7]=5[CH2:6][CH2:5][CH2:4]4)[NH:18][C:17]=3[CH:19]=[CH:20][CH:21]=2)=[O:25])[CH2:50][CH2:49]1. The catalyst class is: 9. (4) Reactant: CC1C=CC(S(O)(=O)=O)=CC=1.[Br:12][C:13]1[CH:14]=[N:15][CH:16]=[CH:17][C:18]=1[C:19]1(O)[CH2:23][CH2:22][CH2:21][CH2:20]1.C(OCC)(=O)C. Product: [Br:12][C:13]1[CH:14]=[N:15][CH:16]=[CH:17][C:18]=1[C:19]1[CH2:23][CH2:22][CH2:21][CH:20]=1. The catalyst class is: 345. (5) Reactant: [NH2:1][C:2]1[CH:3]=[N:4][CH:5]=[CH:6][C:7]=1[N:8]1[CH2:13][C@H:12]([CH3:14])[CH2:11][C@H:10]([NH:15][C:16](=[O:22])[O:17][C:18]([CH3:21])([CH3:20])[CH3:19])[CH2:9]1.[Br:23][C:24]1[C:28]2=[N:29][C:30]([C:33](O)=[O:34])=[CH:31][CH:32]=[C:27]2[S:26][CH:25]=1.CCN(C(C)C)C(C)C.CN(C(ON1N=NC2C=CC=NC1=2)=[N+](C)C)C.F[P-](F)(F)(F)(F)F. Product: [Br:23][C:24]1[C:28]2=[N:29][C:30]([C:33]([NH:1][C:2]3[CH:3]=[N:4][CH:5]=[CH:6][C:7]=3[N:8]3[CH2:13][C@H:12]([CH3:14])[CH2:11][C@H:10]([NH:15][C:16](=[O:22])[O:17][C:18]([CH3:21])([CH3:20])[CH3:19])[CH2:9]3)=[O:34])=[CH:31][CH:32]=[C:27]2[S:26][CH:25]=1. The catalyst class is: 3. (6) Reactant: O[CH2:2][C:3]1[CH:17]=[C:16]([C:18]([F:21])([F:20])[F:19])[CH:15]=[CH:14][C:4]=1[O:5][CH2:6][C:7]([O:9][C:10]([CH3:13])([CH3:12])[CH3:11])=[O:8].C1(P(C2C=CC=CC=2)C2C=CC=CC=2)C=CC=CC=1.[Br:41]C(Br)(Br)C(C(Br)(Br)Br)=O. Product: [Br:41][CH2:2][C:3]1[CH:17]=[C:16]([C:18]([F:21])([F:20])[F:19])[CH:15]=[CH:14][C:4]=1[O:5][CH2:6][C:7]([O:9][C:10]([CH3:13])([CH3:12])[CH3:11])=[O:8]. The catalyst class is: 23. (7) Reactant: [N+:1]([C:4]1[CH:9]=[CH:8][N+:7]([O-])=[CH:6][C:5]=1[O:11][C:12]1[CH:17]=[C:16]([Cl:18])[CH:15]=[C:14]([Cl:19])[CH:13]=1)([O-])=O.O.[OH-].[Na+]. Product: [NH2:1][C:4]1[CH:9]=[CH:8][N:7]=[CH:6][C:5]=1[O:11][C:12]1[CH:17]=[C:16]([Cl:18])[CH:15]=[C:14]([Cl:19])[CH:13]=1. The catalyst class is: 180.